From a dataset of Catalyst prediction with 721,799 reactions and 888 catalyst types from USPTO. Predict which catalyst facilitates the given reaction. (1) Reactant: FC(F)(F)S([O:6][C:7]1[CH:12]=[CH:11][CH:10]=[C:9]([N+:13]([O-:15])=[O:14])[C:8]=1[C:16]1[CH:21]=[CH:20][C:19]([O:22][CH2:23][C:24]2[CH:29]=[CH:28][CH:27]=[CH:26][CH:25]=2)=[CH:18][CH:17]=1)(=O)=O.C(OC1C=CC(B(O)O)=CC=1)C1C=CC=CC=1.C([O-])([O-])=O.[Na+].[Na+]. Product: [CH2:23]([O:22][C:19]1[CH:18]=[CH:17][C:16]([C:8]2[C:7]([OH:6])=[CH:12][CH:11]=[CH:10][C:9]=2[N+:13]([O-:15])=[O:14])=[CH:21][CH:20]=1)[C:24]1[CH:29]=[CH:28][CH:27]=[CH:26][CH:25]=1. The catalyst class is: 77. (2) Reactant: [Br:1][C:2]1[CH:3]=[C:4]([OH:8])[CH:5]=[CH:6][CH:7]=1.[CH2:9]=[O:10].[Cl-].[Mg+2].[Cl-].NC1C=CC=CC=1. Product: [OH:8][C:4]1[CH:3]=[C:2]([Br:1])[CH:7]=[CH:6][C:5]=1[CH:9]=[O:10]. The catalyst class is: 556. (3) Reactant: [C:1]([C:5]1[N:9]([CH2:10][CH:11]2[CH2:16][CH2:15][O:14][CH2:13][CH2:12]2)[C:8]2[CH:17]=[CH:18][C:19]([S:21](Cl)(=[O:23])=[O:22])=[CH:20][C:7]=2[N:6]=1)([CH3:4])([CH3:3])[CH3:2].[CH:25]1([C:28]2[CH:32]=[CH:31][NH:30][N:29]=2)[CH2:27][CH2:26]1. Product: [C:1]([C:5]1[N:9]([CH2:10][CH:11]2[CH2:16][CH2:15][O:14][CH2:13][CH2:12]2)[C:8]2[CH:17]=[CH:18][C:19]([S:21]([N:30]3[CH:31]=[CH:32][C:28]([CH:25]4[CH2:27][CH2:26]4)=[N:29]3)(=[O:23])=[O:22])=[CH:20][C:7]=2[N:6]=1)([CH3:4])([CH3:3])[CH3:2]. The catalyst class is: 649. (4) Reactant: [CH3:1][O:2][C:3]1[CH:10]=[CH:9][C:6]([CH:7]=O)=[CH:5][CH:4]=1.Cl.[NH2:12][CH2:13][CH2:14][SH:15]. Product: [CH3:1][O:2][C:3]1[CH:10]=[CH:9][C:6]([CH:7]2[NH:12][CH2:13][CH2:14][S:15]2)=[CH:5][CH:4]=1. The catalyst class is: 40. (5) Reactant: [CH2:1]([O:3][C:4]1[CH:9]=[CH:8][C:7]([CH:10]2[CH2:15][CH2:14][CH:13]([CH:16]3[CH2:21][CH2:20][CH:19]([CH2:22][CH2:23][CH3:24])[CH2:18][CH2:17]3)[O:12][CH:11]2O)=[C:6]([F:26])[C:5]=1[F:27])[CH3:2].O.C1(C)C=CC(S([O-])(=O)=O)=CC=1.[Na+].C(=O)(O)[O-].[Na+]. Product: [CH2:1]([O:3][C:4]1[CH:9]=[CH:8][C:7]([C:10]2[CH2:15][CH2:14][CH:13]([CH:16]3[CH2:21][CH2:20][CH:19]([CH2:22][CH2:23][CH3:24])[CH2:18][CH2:17]3)[O:12][CH:11]=2)=[C:6]([F:26])[C:5]=1[F:27])[CH3:2]. The catalyst class is: 11.